This data is from Full USPTO retrosynthesis dataset with 1.9M reactions from patents (1976-2016). The task is: Predict the reactants needed to synthesize the given product. (1) Given the product [Cl:1][C:2]1[C:3]([F:31])=[C:4]([C@@H:8]2[C@:12]([C:15]3[CH:20]=[CH:19][C:18]([Cl:21])=[CH:17][C:16]=3[F:22])([C:13]#[N:14])[C@H:11]([CH2:23][C:24]([CH3:26])([CH3:27])[CH3:25])[NH:10][C@H:9]2[C:28]([NH:56][C:57]2[CH:58]=[CH:59][C:60]([CH2:63][CH2:64][CH2:65][C:66]([O:68][CH3:69])=[O:67])=[CH:61][CH:62]=2)=[O:29])[CH:5]=[CH:6][CH:7]=1, predict the reactants needed to synthesize it. The reactants are: [Cl:1][C:2]1[C:3]([F:31])=[C:4]([C@@H:8]2[C@:12]([C:15]3[CH:20]=[CH:19][C:18]([Cl:21])=[CH:17][C:16]=3[F:22])([C:13]#[N:14])[C@H:11]([CH2:23][C:24]([CH3:27])([CH3:26])[CH3:25])[NH:10][C@H:9]2[C:28](O)=[O:29])[CH:5]=[CH:6][CH:7]=1.CCN(C(C)C)C(C)C.C1(P(Cl)(C2C=CC=CC=2)=O)C=CC=CC=1.[NH2:56][C:57]1[CH:62]=[CH:61][C:60]([CH2:63][CH2:64][CH2:65][C:66]([O:68][CH3:69])=[O:67])=[CH:59][CH:58]=1. (2) Given the product [NH2:8][C:9]1[CH:19]=[CH:18][C:17]([O:20][CH2:21][CH3:22])=[CH:16][C:10]=1[C:11]([O:13][CH2:14][CH3:15])=[O:12], predict the reactants needed to synthesize it. The reactants are: C(OC([NH:8][C:9]1[CH:19]=[CH:18][C:17]([O:20][CH2:21][CH3:22])=[CH:16][C:10]=1[C:11]([O:13][CH2:14][CH3:15])=[O:12])=O)(C)(C)C.Cl.[OH-].[Na+].